From a dataset of Catalyst prediction with 721,799 reactions and 888 catalyst types from USPTO. Predict which catalyst facilitates the given reaction. (1) Reactant: FC(F)(F)C(O)=O.[NH2:8][CH:9]([CH2:22][C:23]1[CH:28]=[CH:27][CH:26]=[CH:25][CH:24]=1)[C@H:10]([OH:21])[C:11]([NH:13][CH2:14][C:15]1[CH:20]=[CH:19][CH:18]=[CH:17][CH:16]=1)=[O:12].C(N(CC)C(C)C)(C)C.[CH3:38][O:39][C:40]1[CH:45]=[CH:44][C:43]([CH2:46][C@H:47]([NH:51][C:52](=[O:65])[C@@H:53]([NH:55][C:56](=[O:64])[CH2:57][N:58]2[CH2:63][CH2:62][O:61][CH2:60][CH2:59]2)[CH3:54])[C:48](O)=[O:49])=[CH:42][CH:41]=1.CN(C(ON1N=NC2C=CC=NC1=2)=[N+](C)C)C.F[P-](F)(F)(F)(F)F. Product: [CH2:14]([NH:13][C:11](=[O:12])[C@@H:10]([OH:21])[CH:9]([NH:8][C:48](=[O:49])[C@@H:47]([NH:51][C:52](=[O:65])[C@@H:53]([NH:55][C:56](=[O:64])[CH2:57][N:58]1[CH2:59][CH2:60][O:61][CH2:62][CH2:63]1)[CH3:54])[CH2:46][C:43]1[CH:44]=[CH:45][C:40]([O:39][CH3:38])=[CH:41][CH:42]=1)[CH2:22][C:23]1[CH:28]=[CH:27][CH:26]=[CH:25][CH:24]=1)[C:15]1[CH:20]=[CH:19][CH:18]=[CH:17][CH:16]=1. The catalyst class is: 3. (2) Reactant: [NH2:1][C:2]([NH:4][C:5]1[CH:10]=[CH:9][CH:8]=[C:7]([Br:11])[CH:6]=1)=[S:3].[C:12]([O:20][C:21]1[CH:26]=[CH:25][C:24]([C:27](=O)[CH2:28]Br)=[CH:23][CH:22]=1)(=[O:19])[C:13]1[CH:18]=[CH:17][CH:16]=[CH:15][CH:14]=1.N1C=CC=CC=1. Product: [C:12]([O:20][C:21]1[CH:22]=[CH:23][C:24]([C:27]2[N:1]=[C:2]([NH:4][C:5]3[CH:10]=[CH:9][CH:8]=[C:7]([Br:11])[CH:6]=3)[S:3][CH:28]=2)=[CH:25][CH:26]=1)(=[O:19])[C:13]1[CH:14]=[CH:15][CH:16]=[CH:17][CH:18]=1. The catalyst class is: 12. (3) Reactant: [C:1]([O-:4])([O-:3])=O.[C:5]([O-:8])([O-])=[O:6].OO.OO.OO.[Na+].[Na+].[Na+].[Na+].Cl([O-])=O.[Na+].C1N=C(N)C2N=CN([CH:33]([O:36]C(C=O)CO)[CH:34]=[O:35])C=2N=1. Product: [C:5]([OH:8])(=[O:6])[CH:34]([CH:33]([C:1]([OH:4])=[O:3])[OH:36])[OH:35]. The catalyst class is: 6. (4) Product: [Br:1][C:2]1[CH:3]=[C:4]([N:8]([CH2:9][CH2:10][C:11](=[O:12])[C:13]2[CH:14]=[CH:15][CH:16]=[CH:17][CH:18]=2)[C:26](=[O:27])[O:28][CH3:29])[CH:5]=[CH:6][CH:7]=1. Reactant: [Br:1][C:2]1[CH:3]=[C:4]([NH:8][CH2:9][CH2:10][C:11]([C:13]2[CH:18]=[CH:17][CH:16]=[CH:15][CH:14]=2)=[O:12])[CH:5]=[CH:6][CH:7]=1.C([O-])([O-])=O.[K+].[K+].Cl[C:26]([O:28][CH3:29])=[O:27]. The catalyst class is: 1. (5) Product: [Cl:13][C:10]1[C:9]2[C:4](=[CH:5][C:6]([F:15])=[CH:7][C:8]=2[F:14])[N:3]=[C:2]([N:22]2[CH2:21][CH2:20][N:19]([C:23]([O:25][C:26]([CH3:29])([CH3:28])[CH3:27])=[O:24])[CH2:18][C@@H:17]2[CH3:16])[C:11]=1[CH3:12]. The catalyst class is: 264. Reactant: Cl[C:2]1[C:11]([CH3:12])=[C:10]([Cl:13])[C:9]2[C:4](=[CH:5][C:6]([F:15])=[CH:7][C:8]=2[F:14])[N:3]=1.[CH3:16][C@@H:17]1[NH:22][CH2:21][CH2:20][N:19]([C:23]([O:25][C:26]([CH3:29])([CH3:28])[CH3:27])=[O:24])[CH2:18]1.C(=O)([O-])[O-].[Cs+].[Cs+]. (6) Reactant: Br[C:2]1[CH:3]=[C:4]([CH:11]([CH2:17][CH:18]([CH3:20])[CH3:19])[C:12]([O:14][CH2:15][CH3:16])=[O:13])[CH:5]=[CH:6][C:7]=1[O:8][CH2:9][CH3:10].[F:21][C:22]([F:33])([F:32])[C:23]1[CH:28]=[CH:27][C:26](B(O)O)=[CH:25][CH:24]=1.C(=O)([O-])[O-].[Cs+].[Cs+]. Product: [CH2:9]([O:8][C:7]1[C:2]([C:26]2[CH:27]=[CH:28][C:23]([C:22]([F:33])([F:32])[F:21])=[CH:24][CH:25]=2)=[CH:3][C:4]([CH:11]([CH2:17][CH:18]([CH3:20])[CH3:19])[C:12]([O:14][CH2:15][CH3:16])=[O:13])=[CH:5][CH:6]=1)[CH3:10]. The catalyst class is: 339. (7) Reactant: [F:1][C:2]1[CH:3]=[C:4]([C@@H:9]2[CH2:14][CH2:13][NH:12][CH2:11][C@H:10]2[C:15]2[CH:20]=[CH:19][C:18]([C:21]3[CH:26]=[CH:25][CH:24]=[CH:23][C:22]=3[CH2:27][CH2:28][CH2:29][OH:30])=[CH:17][C:16]=2[CH3:31])[CH:5]=[C:6]([F:8])[CH:7]=1.CCN(C(C)C)C(C)C.[C:41](O[C:41]([O:43][C:44]([CH3:47])([CH3:46])[CH3:45])=[O:42])([O:43][C:44]([CH3:47])([CH3:46])[CH3:45])=[O:42]. Product: [F:8][C:6]1[CH:5]=[C:4]([C@@H:9]2[CH2:14][CH2:13][N:12]([C:41]([O:43][C:44]([CH3:47])([CH3:46])[CH3:45])=[O:42])[CH2:11][C@H:10]2[C:15]2[CH:20]=[CH:19][C:18]([C:21]3[CH:26]=[CH:25][CH:24]=[CH:23][C:22]=3[CH2:27][CH2:28][CH2:29][OH:30])=[CH:17][C:16]=2[CH3:31])[CH:3]=[C:2]([F:1])[CH:7]=1. The catalyst class is: 91.